The task is: Predict which catalyst facilitates the given reaction.. This data is from Catalyst prediction with 721,799 reactions and 888 catalyst types from USPTO. (1) Reactant: COC1C=C(OC)C=CC=1C[N:6]([C:41]1[S:45][N:44]=[CH:43][N:42]=1)[S:7]([C:10]1[C:39]([F:40])=[CH:38][C:13]2[N:14]([C@@H:18]([C:20]3[CH:25]=[CH:24][CH:23]=[CH:22][C:21]=3[C:26]3([F:37])[CH2:29][N:28](C(OC(C)(C)C)=O)[CH2:27]3)[CH3:19])[C:15](=[O:17])[O:16][C:12]=2[CH:11]=1)(=[O:9])=[O:8].C(Cl)Cl.C(O)(C(F)(F)F)=O. Product: [F:40][C:39]1[C:10]([S:7]([NH:6][C:41]2[S:45][N:44]=[CH:43][N:42]=2)(=[O:9])=[O:8])=[CH:11][C:12]2[O:16][C:15](=[O:17])[N:14]([C@@H:18]([C:20]3[CH:25]=[CH:24][CH:23]=[CH:22][C:21]=3[C:26]3([F:37])[CH2:27][NH:28][CH2:29]3)[CH3:19])[C:13]=2[CH:38]=1. The catalyst class is: 5. (2) Reactant: Br[C:2]1[CH:7]=[C:6]([Cl:8])[C:5]([Cl:9])=[CH:4][C:3]=1[F:10].C([Mg]Cl)(C)C.C(O[B:20]1[O:24][C:23]([CH3:26])([CH3:25])[C:22]([CH3:28])([CH3:27])[O:21]1)(C)C.C(OCC)C. Product: [Cl:9][C:5]1[C:6]([Cl:8])=[CH:7][C:2]([B:20]2[O:24][C:23]([CH3:26])([CH3:25])[C:22]([CH3:28])([CH3:27])[O:21]2)=[C:3]([F:10])[CH:4]=1. The catalyst class is: 7. (3) Reactant: BrC1C=C[C:5]([CH2:8][CH2:9][NH2:10])=[CH:4][CH:3]=1.[C:19](O[C:19]([O:21][C:22]([CH3:25])([CH3:24])[CH3:23])=[O:20])([O:21][C:22]([CH3:25])([CH3:24])[CH3:23])=[O:20].O.[Cl-].[NH4+:28].O1[CH2:33][CH2:32][CH2:31][CH2:30]1. Product: [C:30]([C:31]1[CH:3]=[CH:4][C:5]([CH2:8][CH2:9][NH:10][C:19](=[O:20])[O:21][C:22]([CH3:23])([CH3:24])[CH3:25])=[CH:33][CH:32]=1)#[N:28]. The catalyst class is: 267. (4) Reactant: Cl.Cl.[C:3]([N:6]1[C:15]2[C:10](=[CH:11][C:12]([N:16]3[CH:20]=[C:19]([CH3:21])[N:18]=[CH:17]3)=[CH:13][CH:14]=2)[CH:9]([NH2:22])[CH2:8][CH:7]1[CH3:23])(=[O:5])[CH3:4].CCN(C(C)C)C(C)C.Cl[C:34]1[N:39]=[CH:38][C:37]([C:40]#[N:41])=[CH:36][CH:35]=1. Product: [C:3]([N:6]1[C:15]2[C:10](=[CH:11][C:12]([N:16]3[CH:20]=[C:19]([CH3:21])[N:18]=[CH:17]3)=[CH:13][CH:14]=2)[CH:9]([NH:22][C:34]2[N:39]=[CH:38][C:37]([C:40]#[N:41])=[CH:36][CH:35]=2)[CH2:8][CH:7]1[CH3:23])(=[O:5])[CH3:4]. The catalyst class is: 37. (5) Reactant: [NH:1]1[CH2:6][CH2:5][C:4](=[CH:7][C:8]#[N:9])[CH2:3][CH2:2]1.CN(C(ON1N=NC2C=CC=NC1=2)=[N+](C)C)C.F[P-](F)(F)(F)(F)F.CCN(C(C)C)C(C)C.[F:43][C:44]([F:49])([CH3:48])[C:45](O)=[O:46]. Product: [F:43][C:44]([F:49])([CH3:48])[C:45]([N:1]1[CH2:6][CH2:5][C:4](=[CH:7][C:8]#[N:9])[CH2:3][CH2:2]1)=[O:46]. The catalyst class is: 2. (6) Reactant: [N+:1]([C:4]1[CH:12]=[N:11][CH:10]=[CH:9][C:5]=1[C:6]([OH:8])=O)([O-:3])=[O:2].Cl.CN.C(Cl)CCl.C1C=CC2N(O)N=[N:26][C:24]=2C=1.CCN(C(C)C)C(C)C. Product: [CH3:24][NH:26][C:6](=[O:8])[C:5]1[CH:9]=[CH:10][N:11]=[CH:12][C:4]=1[N+:1]([O-:3])=[O:2]. The catalyst class is: 3. (7) Reactant: [CH3:1][C:2]1[N:3]=[C:4]([C:11]2[CH:16]=[CH:15][C:14]([C:17]([F:20])([F:19])[F:18])=[CH:13][CH:12]=2)[S:5][C:6]=1[CH:7]([CH3:10])[CH:8]=[O:9].[BH4-].[Na+]. Product: [CH3:1][C:2]1[N:3]=[C:4]([C:11]2[CH:16]=[CH:15][C:14]([C:17]([F:20])([F:19])[F:18])=[CH:13][CH:12]=2)[S:5][C:6]=1[CH:7]([CH3:10])[CH2:8][OH:9]. The catalyst class is: 8.